This data is from Full USPTO retrosynthesis dataset with 1.9M reactions from patents (1976-2016). The task is: Predict the reactants needed to synthesize the given product. (1) Given the product [Br:60][C:61]1[CH:66]=[C:65]([C:67]2([NH:70][C:17]([C:16]3[C:11]4[CH:10]=[N:9][N:8]([C:5]5[CH:4]=[CH:3][C:2]([F:1])=[CH:7][CH:6]=5)[C:12]=4[CH:13]=[N:14][CH:15]=3)=[O:19])[CH2:68][CH2:69]2)[CH:64]=[CH:63][N:62]=1, predict the reactants needed to synthesize it. The reactants are: [F:1][C:2]1[CH:7]=[CH:6][C:5]([N:8]2[C:12]3[CH:13]=[N:14][CH:15]=[C:16]([C:17]([OH:19])=O)[C:11]=3[CH:10]=[N:9]2)=[CH:4][CH:3]=1.CN(C(ON1N=NC2C=CC=NC1=2)=[N+](C)C)C.F[P-](F)(F)(F)(F)F.C(N(CC)C(C)C)(C)C.FC(F)(F)C(O)=O.[Br:60][C:61]1[CH:66]=[C:65]([C:67]2([NH2:70])[CH2:69][CH2:68]2)[CH:64]=[CH:63][N:62]=1. (2) Given the product [OH:2][C:3]1[CH:4]=[CH:5][C:6]([C:9]2[N:14]=[C:13]3[N:15]([CH2:19][CH:20]4[CH2:24][CH2:23][CH2:22][NH:21]4)[C:16](=[O:18])[NH:17][C:12]3=[N:11][CH:10]=2)=[CH:7][CH:8]=1, predict the reactants needed to synthesize it. The reactants are: Cl.[OH:2][C:3]1[CH:8]=[CH:7][C:6]([C:9]2[N:14]=[C:13]3[N:15]([CH2:19][CH:20]4[CH2:24][CH2:23][CH2:22][NH:21]4)[C:16](=[O:18])[NH:17][C:12]3=[N:11][CH:10]=2)=[CH:5][CH:4]=1.Cl.